From a dataset of Full USPTO retrosynthesis dataset with 1.9M reactions from patents (1976-2016). Predict the reactants needed to synthesize the given product. (1) The reactants are: [N+](CCCC)(CCCC)(CCCC)CCCC.[F-].[F:19][C:20]([F:51])([F:50])[C:21]1[CH:22]=[C:23]([NH:27][C:28]([C:30]2[C:34]3[CH:35]=[CH:36][C:37]([O:39][Si](C(C)C)(C(C)C)C(C)C)=[CH:38][C:33]=3[O:32][N:31]=2)=[O:29])[CH:24]=[CH:25][CH:26]=1. Given the product [F:51][C:20]([F:19])([F:50])[C:21]1[CH:22]=[C:23]([NH:27][C:28]([C:30]2[C:34]3[CH:35]=[CH:36][C:37]([OH:39])=[CH:38][C:33]=3[O:32][N:31]=2)=[O:29])[CH:24]=[CH:25][CH:26]=1, predict the reactants needed to synthesize it. (2) Given the product [Cl:1][C:2]1[C:7]([C:8]([OH:10])=[O:9])=[C:6]([F:13])[C:5]([CH2:14][NH:15][C:16](=[O:21])[C:17]([CH3:19])([CH3:18])[CH3:20])=[CH:4][CH:3]=1, predict the reactants needed to synthesize it. The reactants are: [Cl:1][C:2]1[C:7]([C:8]([O:10]CC)=[O:9])=[C:6]([F:13])[C:5]([CH2:14][NH:15][C:16](=[O:21])[C:17]([CH3:20])([CH3:19])[CH3:18])=[CH:4][CH:3]=1.[OH-].[Na+].C(O)(=O)CC(CC(O)=O)(C(O)=O)O.